Predict the reactants needed to synthesize the given product. From a dataset of Full USPTO retrosynthesis dataset with 1.9M reactions from patents (1976-2016). (1) Given the product [C:21]([O:24][CH2:2][C@@H:3]1[CH2:4][C@H:5]([CH2:11][C:12](=[O:13])[N:14]([CH:18]([CH3:20])[CH3:19])[CH:15]([CH3:17])[CH3:16])[O:6][C:7]([CH3:10])([CH3:9])[O:8]1)(=[O:23])[CH3:22], predict the reactants needed to synthesize it. The reactants are: Cl[CH2:2][C@H:3]1[O:8][C:7]([CH3:10])([CH3:9])[O:6][C@@H:5]([CH2:11][C:12]([N:14]([CH:18]([CH3:20])[CH3:19])[CH:15]([CH3:17])[CH3:16])=[O:13])[CH2:4]1.[C:21]([O-:24])(=[O:23])[CH3:22].[Na+]. (2) Given the product [OH:29][C:27]([CH3:30])([CH3:28])[CH2:26][N:23]1[CH2:22][CH2:21][CH:20]([CH:18]([C:9]2[N:7]3[N:8]=[C:3]([O:2][CH3:1])[CH:4]=[CH:5][C:6]3=[C:11]([C:12]([O:14][CH2:15][CH3:16])=[O:13])[C:10]=2[CH3:17])[CH3:19])[CH2:25][CH2:24]1, predict the reactants needed to synthesize it. The reactants are: [CH3:1][O:2][C:3]1[CH:4]=[CH:5][C:6]2[N:7]([C:9]([CH:18]([CH:20]3[CH2:25][CH2:24][N:23]([CH2:26][C:27](=[O:29])[CH3:28])[CH2:22][CH2:21]3)[CH3:19])=[C:10]([CH3:17])[C:11]=2[C:12]([O:14][CH2:15][CH3:16])=[O:13])[N:8]=1.[CH3:30][Mg]Br. (3) Given the product [Cl:1][C:2]1[CH:19]=[C:18]([NH:20][C:21]2[CH:26]=[CH:25][C:24]([F:27])=[CH:23][C:22]=2[F:28])[CH:17]=[CH:16][C:3]=1[C:4]([C:6]1[CH:7]=[C:8]([CH:12]=[CH:13][C:14]=1[CH3:15])[C:9]([NH:37][O:36][CH2:35][C:34]1[CH:38]=[CH:39][C:31]([O:30][CH3:29])=[CH:32][CH:33]=1)=[O:10])=[O:5], predict the reactants needed to synthesize it. The reactants are: [Cl:1][C:2]1[CH:19]=[C:18]([NH:20][C:21]2[CH:26]=[CH:25][C:24]([F:27])=[CH:23][C:22]=2[F:28])[CH:17]=[CH:16][C:3]=1[C:4]([C:6]1[CH:7]=[C:8]([CH:12]=[CH:13][C:14]=1[CH3:15])[C:9](O)=[O:10])=[O:5].[CH3:29][O:30][C:31]1[CH:39]=[CH:38][C:34]([CH2:35][O:36][NH2:37])=[CH:33][CH:32]=1. (4) Given the product [Cl:20][C:18]1[CH:17]=[N:16][C:15]([CH3:21])=[C:14]([CH:19]=1)[C:12]([NH:11][C@H:8]1[CH2:7][CH2:6][C@H:5]([CH2:3][OH:2])[CH2:10][CH2:9]1)=[O:13], predict the reactants needed to synthesize it. The reactants are: C[O:2][C:3]([C@H:5]1[CH2:10][CH2:9][C@H:8]([NH:11][C:12]([C:14]2[C:15]([CH3:21])=[N:16][CH:17]=[C:18]([Cl:20])[CH:19]=2)=[O:13])[CH2:7][CH2:6]1)=O.[H-].[Al+3].[Li+].[H-].[H-].[H-]. (5) Given the product [ClH:1].[Cl:1][C:2]1[CH:3]=[C:4]([CH:6]=[CH:7][C:8]=1[CH3:9])[NH:5][CH2:11][CH2:12][CH2:13][Cl:14], predict the reactants needed to synthesize it. The reactants are: [Cl:1][C:2]1[CH:3]=[C:4]([CH:6]=[CH:7][C:8]=1[CH3:9])[NH2:5].Br[CH2:11][CH2:12][CH2:13][Cl:14].C(N(CC)CC)C.Cl. (6) Given the product [C:15]([O:14][C:12]([NH:1][C:2]1[CH:10]=[CH:9][CH:8]=[C:7]([CH3:11])[C:3]=1[C:4]([OH:6])=[O:5])=[O:13])([CH3:18])([CH3:17])[CH3:16], predict the reactants needed to synthesize it. The reactants are: [NH2:1][C:2]1[CH:10]=[CH:9][CH:8]=[C:7]([CH3:11])[C:3]=1[C:4]([OH:6])=[O:5].[C:12](O[C:12]([O:14][C:15]([CH3:18])([CH3:17])[CH3:16])=[O:13])([O:14][C:15]([CH3:18])([CH3:17])[CH3:16])=[O:13].C(N(CC)CC)C. (7) The reactants are: [NH2:1][C@H:2]([CH3:24])[C@H:3]([NH:8][C:9](=[O:23])[C:10]1[CH:15]=[CH:14][C:13]([C:16]#[C:17][C:18]#[C:19][C@@H:20]([OH:22])[CH3:21])=[CH:12][CH:11]=1)[C:4](OC)=[O:5].[NH2:25][OH:26]. Given the product [NH2:1][C@H:2]([CH3:24])[C@H:3]([NH:8][C:9](=[O:23])[C:10]1[CH:15]=[CH:14][C:13]([C:16]#[C:17][C:18]#[C:19][C@@H:20]([OH:22])[CH3:21])=[CH:12][CH:11]=1)[C:4]([NH:25][OH:26])=[O:5], predict the reactants needed to synthesize it.